From a dataset of Catalyst prediction with 721,799 reactions and 888 catalyst types from USPTO. Predict which catalyst facilitates the given reaction. (1) Reactant: [CH3:1][C@H:2]([NH2:10])[CH2:3][C:4]1[CH:9]=[CH:8][CH:7]=[CH:6][CH:5]=1.C[C@H](N)CC1C=CC=CC=1.OS(O)(=O)=O.[NH:26]([C:55]([O:57][C:58]([CH3:61])([CH3:60])[CH3:59])=[O:56])[C@H:27]([C:52](O)=[O:53])[CH2:28][CH2:29][CH2:30][NH:31][C:32](=[NH:51])[NH:33][S:34]([C:37]1[C:49]([CH3:50])=[C:48]2[C:42]([O:43][C:44]([CH2:47]2)([CH3:46])[CH3:45])=[C:40]([CH3:41])[C:38]=1[CH3:39])(=[O:36])=[O:35].CN(C(ON1N=NC2C=CC=NC1=2)=[N+](C)C)C.F[P-](F)(F)(F)(F)F.CCN(C(C)C)C(C)C. Product: [C:58]([O:57][C:55](=[O:56])[NH:26][CH:27]([C:52](=[O:53])[NH:10][C@H:2]([CH3:1])[CH2:3][C:4]1[CH:9]=[CH:8][CH:7]=[CH:6][CH:5]=1)[CH2:28][CH2:29][CH2:30][NH:31]/[C:32](/[NH2:51])=[N:33]/[S:34]([C:37]1[C:38]([CH3:39])=[C:40]([CH3:41])[C:42]2[O:43][C:44]([CH3:46])([CH3:45])[CH2:47][C:48]=2[C:49]=1[CH3:50])(=[O:36])=[O:35])([CH3:61])([CH3:59])[CH3:60]. The catalyst class is: 173. (2) Reactant: [CH2:1]([N:8]1[C:12]([C:13]2[CH:18]=[CH:17][CH:16]=[CH:15][CH:14]=2)=[CH:11][CH:10]=[N:9]1)[C:2]1[CH:7]=[CH:6][CH:5]=[CH:4][CH:3]=1.[I:19]N1C(=O)CCC1=O. Product: [CH2:1]([N:8]1[C:12]([C:13]2[CH:18]=[CH:17][CH:16]=[CH:15][CH:14]=2)=[C:11]([I:19])[CH:10]=[N:9]1)[C:2]1[CH:3]=[CH:4][CH:5]=[CH:6][CH:7]=1. The catalyst class is: 42. (3) Reactant: C[O:2][C:3]([C:5]1[S:9][C:8]2[C:10]3[C:15]([CH:16]=[CH:17][C:7]=2[C:6]=1[O:18][CH2:19][C:20]([O:22]CC)=[O:21])=[CH:14][CH:13]=[CH:12][CH:11]=3)=[O:4].C1COCC1.O.[OH-].[Li+].Cl. Product: [C:20]([CH2:19][O:18][C:6]1[C:7]2[CH:17]=[CH:16][C:15]3[C:10](=[CH:11][CH:12]=[CH:13][CH:14]=3)[C:8]=2[S:9][C:5]=1[C:3]([OH:4])=[O:2])([OH:22])=[O:21]. The catalyst class is: 6.